This data is from Forward reaction prediction with 1.9M reactions from USPTO patents (1976-2016). The task is: Predict the product of the given reaction. (1) Given the reactants [O:1]=[C:2]1[CH2:7][CH2:6][N:5]([C:8]2[CH:16]=[CH:15][C:11]([C:12]([OH:14])=O)=[CH:10][CH:9]=2)[CH2:4][CH2:3]1.Cl.[CH2:18]([O:20][C:21](=[O:28])[C@H:22]([CH2:24][CH:25]([CH3:27])[CH3:26])[NH2:23])[CH3:19], predict the reaction product. The product is: [CH2:18]([O:20][C:21](=[O:28])[C@@H:22]([NH:23][C:12](=[O:14])[C:11]1[CH:10]=[CH:9][C:8]([N:5]2[CH2:4][CH2:3][C:2](=[O:1])[CH2:7][CH2:6]2)=[CH:16][CH:15]=1)[CH2:24][CH:25]([CH3:26])[CH3:27])[CH3:19]. (2) Given the reactants [F:1][C:2]1[CH:3]=[C:4]([CH:9]=[C:10]([C:15](=O)[CH3:16])[C:11]([O:13][CH3:14])=[O:12])[CH:5]=[CH:6][C:7]=1[F:8].[CH3:18][O:19][C:20]([NH2:22])=[NH:21].OS(O)(=O)=O.C([O-])(O)=O.[Na+], predict the reaction product. The product is: [F:1][C:2]1[CH:3]=[C:4]([CH:9]2[NH:22][C:20]([O:19][CH3:18])=[N:21][C:15]([CH3:16])=[C:10]2[C:11]([O:13][CH3:14])=[O:12])[CH:5]=[CH:6][C:7]=1[F:8]. (3) Given the reactants [I:1][C:2]1[CH:3]=[C:4]([CH:8]=[CH:9][C:10]=1[CH3:11])[C:5]([OH:7])=O.S(Cl)(Cl)=O.C(N(CC)CC)C.[F:23][C:24]1[CH:29]=[CH:28][C:27]([NH2:30])=[CH:26][C:25]=1[C:31]([F:34])([F:33])[F:32], predict the reaction product. The product is: [F:23][C:24]1[CH:29]=[CH:28][C:27]([NH:30][C:5](=[O:7])[C:4]2[CH:8]=[CH:9][C:10]([CH3:11])=[C:2]([I:1])[CH:3]=2)=[CH:26][C:25]=1[C:31]([F:32])([F:33])[F:34]. (4) Given the reactants C(OC([N:6]=[S:7]([CH2:33][CH3:34])([C:9]1[CH:14]=[CH:13][CH:12]=[C:11]([CH2:15][O:16][C:17]2[CH:26]=[C:25]3[C:20]([C:21]([NH:27][CH:28]([CH3:30])[CH3:29])=[N:22][CH:23]=[N:24]3)=[CH:19][C:18]=2[O:31][CH3:32])[CH:10]=1)=[O:8])=O)C.CCCCCC.C(OCC)(=O)C.CO, predict the reaction product. The product is: [CH2:33]([S:7]([C:9]1[CH:14]=[CH:13][CH:12]=[C:11]([CH2:15][O:16][C:17]2[CH:26]=[C:25]3[C:20]([C:21]([NH:27][CH:28]([CH3:29])[CH3:30])=[N:22][CH:23]=[N:24]3)=[CH:19][C:18]=2[O:31][CH3:32])[CH:10]=1)(=[NH:6])=[O:8])[CH3:34]. (5) Given the reactants [CH3:13][C:12]([O:11][C:9](O[C:9]([O:11][C:12]([CH3:15])([CH3:14])[CH3:13])=[O:10])=[O:10])([CH3:15])[CH3:14].[CH:16]12[CH2:24][CH2:23][CH:19]([CH2:20][CH:21]1[OH:22])[CH2:18][NH:17]2, predict the reaction product. The product is: [OH:22][CH:21]1[CH:16]2[CH2:24][CH2:23][CH:19]([CH2:18][N:17]2[C:9]([O:11][C:12]([CH3:13])([CH3:14])[CH3:15])=[O:10])[CH2:20]1. (6) Given the reactants [Cl:1][CH2:2][CH2:3][CH2:4][CH2:5][C:6]#[N:7].[NH2:8][C:9]([NH2:11])=[S:10], predict the reaction product. The product is: [ClH:1].[C:6]([CH2:5][CH2:4][CH2:3][CH2:2][S:10][C:9](=[NH:8])[NH2:11])#[N:7]. (7) Given the reactants C([O:5][C:6]([C:8]1[CH:13]=[CH:12][C:11]([C:14]2[CH:23]=[C:22]3[C:17]([C:18]([OH:33])=[C:19]([C:26](=[O:32])[CH2:27][CH2:28][C:29]([OH:31])=[O:30])[C:20](=[O:25])[N:21]3[CH3:24])=[CH:16][CH:15]=2)=[CH:10][CH:9]=1)=[O:7])(C)(C)C.OC1C2C(=CC(C3C=CC(C(OC(C)(C)C)=O)=CC=3)=CC=2)N(C)C(=O)C=1C(=O)CCC=O.OOS([O-])=O.[K+].O, predict the reaction product. The product is: [C:29]([CH2:28][CH2:27][C:26]([C:19]1[C:20](=[O:25])[N:21]([CH3:24])[C:22]2[C:17]([C:18]=1[OH:33])=[CH:16][CH:15]=[C:14]([C:11]1[CH:10]=[CH:9][C:8]([C:6]([OH:7])=[O:5])=[CH:13][CH:12]=1)[CH:23]=2)=[O:32])([OH:31])=[O:30].